Dataset: Catalyst prediction with 721,799 reactions and 888 catalyst types from USPTO. Task: Predict which catalyst facilitates the given reaction. (1) Reactant: [CH3:1][C:2]1[C:6]([C:7]([O:9]CC)=[O:8])=[C:5]([C:12]2[CH:17]=[CH:16][CH:15]=[CH:14][CH:13]=2)[O:4][N:3]=1. Product: [CH3:1][C:2]1[C:6]([C:7]([OH:9])=[O:8])=[C:5]([C:12]2[CH:17]=[CH:16][CH:15]=[CH:14][CH:13]=2)[O:4][N:3]=1. The catalyst class is: 8. (2) Reactant: [CH3:1][C:2]1[N:3]=[C:4]2[N:8]([C:9]=1[C:10]([OH:12])=O)[CH:7]=[CH:6][S:5]2.CN(C(ON1N=NC2C=CC=CC1=2)=[N+](C)C)C.[B-](F)(F)(F)F.CCN(C(C)C)C(C)C.[C:44]([O:48][C:49]([N:51]1[CH2:56][CH2:55][CH2:54][CH2:53][C@H:52]1[CH2:57][NH2:58])=[O:50])([CH3:47])([CH3:46])[CH3:45]. Product: [C:44]([O:48][C:49]([N:51]1[CH2:56][CH2:55][CH2:54][CH2:53][C@H:52]1[CH2:57][NH:58][C:10]([C:9]1[N:8]2[C:4]([S:5][CH:6]=[CH:7]2)=[N:3][C:2]=1[CH3:1])=[O:12])=[O:50])([CH3:47])([CH3:46])[CH3:45]. The catalyst class is: 23. (3) Reactant: [CH3:1][O:2][C:3]1[CH:20]=[CH:19][C:6]([CH2:7][O:8][C:9]2[C:10]([C:15]([O:17]C)=[O:16])=[N:11][CH:12]=[CH:13][CH:14]=2)=[CH:5][CH:4]=1.[Li+].[OH-].C(O)(=O)C. Product: [CH3:1][O:2][C:3]1[CH:4]=[CH:5][C:6]([CH2:7][O:8][C:9]2[C:10]([C:15]([OH:17])=[O:16])=[N:11][CH:12]=[CH:13][CH:14]=2)=[CH:19][CH:20]=1. The catalyst class is: 24. (4) Reactant: C([BH3-])#N.[Na+].[C:5]1([N:11]2[CH:15]=[C:14]([CH:16]=O)[CH:13]=[N:12]2)[CH:10]=[CH:9][CH:8]=[CH:7][CH:6]=1.Cl.[NH2:19][CH2:20][C:21]([N:23]1[CH2:28][CH2:27][N:26]([C:29](=[O:41])[C:30]2[CH:35]=[C:34]([F:36])[CH:33]=[CH:32][C:31]=2[C:37]([F:40])([F:39])[F:38])[CH2:25][CH2:24]1)=[O:22]. Product: [F:36][C:34]1[CH:33]=[CH:32][C:31]([C:37]([F:39])([F:38])[F:40])=[C:30]([CH:35]=1)[C:29]([N:26]1[CH2:27][CH2:28][N:23]([C:21](=[O:22])[CH2:20][NH:19][CH2:16][C:14]2[CH:13]=[N:12][N:11]([C:5]3[CH:6]=[CH:7][CH:8]=[CH:9][CH:10]=3)[CH:15]=2)[CH2:24][CH2:25]1)=[O:41]. The catalyst class is: 466.